This data is from Forward reaction prediction with 1.9M reactions from USPTO patents (1976-2016). The task is: Predict the product of the given reaction. (1) Given the reactants [CH2:1]([C:3]1([OH:18])[C:13]2[C:8](=[C:9]([O:15]C)[N:10]=[C:11]([I:14])[CH:12]=2)[CH2:7][O:6][C:5](=[O:17])[CH2:4]1)[CH3:2].C(#N)C.Cl[Si](C)(C)C.O.[O-]S([O-])=O.[Na+].[Na+].[Cl-].[Na+].O, predict the reaction product. The product is: [CH2:1]([C:3]1([OH:18])[C:13]2[CH:12]=[C:11]([I:14])[NH:10][C:9](=[O:15])[C:8]=2[CH2:7][O:6][C:5](=[O:17])[CH2:4]1)[CH3:2]. (2) Given the reactants [NH:1]1[C:9]2[C:4](=[CH:5][CH:6]=[CH:7][CH:8]=2)[C:3](=O)[C:2]1=[O:11].CO[CH2:14][C:15]([C:17]1[CH:22]=[CH:21][CH:20]=[CH:19][CH:18]=1)=O.[C:23](C1C=CC(=O)NC=1C)(=[O:25])C.[OH2:34], predict the reaction product. The product is: [CH3:23][O:25][C:22]1[CH:21]=[CH:20][CH:19]=[CH:18][C:17]=1[C:15]1[CH:14]=[C:3]([C:2]([OH:11])=[O:34])[C:4]2[C:9](=[CH:8][CH:7]=[CH:6][CH:5]=2)[N:1]=1. (3) Given the reactants [N:1]1([CH2:6][CH2:7][CH2:8][CH2:9][C:10]2[CH:25]=[CH:24][C:13]([O:14][CH2:15][C:16]3[O:17][CH:18]=[C:19]([C:21]([OH:23])=O)[N:20]=3)=[CH:12][CH:11]=2)[CH:5]=[CH:4][N:3]=[N:2]1.[F:26][CH:27]([S:29][C:30]1[CH:35]=[CH:34][C:33]([NH2:36])=[CH:32][CH:31]=1)[F:28], predict the reaction product. The product is: [F:26][CH:27]([S:29][C:30]1[CH:35]=[CH:34][C:33]([NH:36][C:21]([C:19]2[N:20]=[C:16]([CH2:15][O:14][C:13]3[CH:12]=[CH:11][C:10]([CH2:9][CH2:8][CH2:7][CH2:6][N:1]4[CH:5]=[CH:4][N:3]=[N:2]4)=[CH:25][CH:24]=3)[O:17][CH:18]=2)=[O:23])=[CH:32][CH:31]=1)[F:28]. (4) Given the reactants [C:1]([O:5][C:6]([NH:8][C:9](=[CH:14][C:15]1[CH:16]=[N:17][C:18]([C:21]2[CH:26]=[CH:25][CH:24]=[C:23]([F:27])[C:22]=2[F:28])=[CH:19][CH:20]=1)[C:10]([O:12][CH3:13])=[O:11])=[O:7])([CH3:4])([CH3:3])[CH3:2].C(O)(=O)C.OCC1(OC[C@@H](O)[C@@H](O)[C@H]1O)O, predict the reaction product. The product is: [C:1]([O:5][C:6]([NH:8][CH:9]([CH2:14][C:15]1[CH:16]=[N:17][C:18]([C:21]2[CH:26]=[CH:25][CH:24]=[C:23]([F:27])[C:22]=2[F:28])=[CH:19][CH:20]=1)[C:10]([O:12][CH3:13])=[O:11])=[O:7])([CH3:4])([CH3:2])[CH3:3]. (5) Given the reactants [Cl:1][C:2]1[C:7](I)=[CH:6][N:5]=[CH:4][N:3]=1.C(N(CC)CC)C.[C:16]1([C:22]#[CH:23])[CH:21]=[CH:20][CH:19]=[CH:18][CH:17]=1.C1(P(C2C=CC=CC=2)C2C=CC=CC=2)C=CC=CC=1, predict the reaction product. The product is: [Cl:1][C:2]1[C:7]([C:23]#[C:22][C:16]2[CH:21]=[CH:20][CH:19]=[CH:18][CH:17]=2)=[CH:6][N:5]=[CH:4][N:3]=1. (6) Given the reactants [CH3:1][O:2][C:3]([C:5]1[C:10]2[O:11][C:12]3[C:17]([C:18]([O:20][CH3:21])=[O:19])=[CH:16][CH:15]=[CH:14][C:13]=3[C:9]=2[C:8]([O:22][Si](C(C)C)(C(C)C)C(C)C)=[CH:7][CH:6]=1)=[O:4].C1COCC1.[F-].C([N+](CCCC)(CCCC)CCCC)CCC, predict the reaction product. The product is: [CH3:1][O:2][C:3]([C:5]1[C:10]2[O:11][C:12]3[C:17]([C:18]([O:20][CH3:21])=[O:19])=[CH:16][CH:15]=[CH:14][C:13]=3[C:9]=2[C:8]([OH:22])=[CH:7][CH:6]=1)=[O:4]. (7) The product is: [C:7]([C:1]1[CH:6]=[CH:5][CH:4]=[CH:3][CH:2]=1)(=[O:10])[CH2:8][CH3:9]. Given the reactants [C:1]1([CH:7]([OH:10])[CH2:8][CH3:9])[CH:6]=[CH:5][CH:4]=[CH:3][CH:2]=1.C(C1C=CC=CC=1)CC, predict the reaction product.